Dataset: Antibody developability classification from SAbDab with 2,409 antibodies. Task: Regression/Classification. Given an antibody's heavy chain and light chain sequences, predict its developability. TAP uses regression for 5 developability metrics; SAbDab uses binary classification. The antibody is ['QAQLVQSATEVKKPGASVKVSCQASGFTFTSYGFSWVRQAPGQGLEWMGWISAYDAKTKFAEKFQDRVTMSIDTRTTTAYMEMRNLRFDDTAIYFCAREFRTQIVLGYFDWLEGNAFDMWGQGTTVIVSS', 'DVVLTQTPLSSPVTRGQAASISCRSSQSLVHSDGNTYLSWIHQRPGQPPRLLIYKISKRFSGVPDRISGSGAGTEFTLTISRVEADDVGMYYCTQASQFPRTFGQGTKLEIK']. Result: 0 (not developable).